From a dataset of Peptide-MHC class II binding affinity with 134,281 pairs from IEDB. Regression. Given a peptide amino acid sequence and an MHC pseudo amino acid sequence, predict their binding affinity value. This is MHC class II binding data. (1) The peptide sequence is GELQIVDKVDAAFKI. The MHC is DRB1_1201 with pseudo-sequence DRB1_1201. The binding affinity (normalized) is 0.465. (2) The peptide sequence is YHFDLSGIAFGSMAK. The MHC is HLA-DQA10101-DQB10501 with pseudo-sequence HLA-DQA10101-DQB10501. The binding affinity (normalized) is 0. (3) The peptide sequence is MAPYMLEALLAVRVK. The MHC is H-2-IAd with pseudo-sequence H-2-IAd. The binding affinity (normalized) is 0.768. (4) The peptide sequence is SGSAASMVNGVIKIL. The MHC is DRB1_0901 with pseudo-sequence DRB1_0901. The binding affinity (normalized) is 0.599. (5) The peptide sequence is VQLIAAVPGKNVVNV. The MHC is HLA-DQA10501-DQB10402 with pseudo-sequence HLA-DQA10501-DQB10402. The binding affinity (normalized) is 0.538.